This data is from Reaction yield outcomes from USPTO patents with 853,638 reactions. The task is: Predict the reaction yield, written as a fraction of the theoretical maximum amount of product (1.0 means a 100% yield; for example, 0.34 means a 34% yield). (1) The reactants are [CH2:1]([O:3][C:4](=[O:28])[CH:5]([C:10]1[CH:15]=[C:14]([C:16]([F:19])([F:18])[F:17])[C:13]([O:20][CH2:21][CH:22]2[CH2:24][CH2:23]2)=[C:12]([N+:25]([O-])=O)[CH:11]=1)[CH2:6][CH:7]([CH3:9])[CH3:8])[CH3:2].C(=O)([O-])[O-].[Na+].[Na+]. The catalyst is C(O)C.Cl.[Pd]. The product is [CH2:1]([O:3][C:4](=[O:28])[CH:5]([C:10]1[CH:15]=[C:14]([C:16]([F:17])([F:18])[F:19])[C:13]([O:20][CH2:21][CH:22]2[CH2:24][CH2:23]2)=[C:12]([NH2:25])[CH:11]=1)[CH2:6][CH:7]([CH3:9])[CH3:8])[CH3:2]. The yield is 0.510. (2) The reactants are [Cl:1][C:2]1[CH:3]=[C:4]2[C:10]([C:11]3[N:16]=[C:15]([NH:17][C@H:18]4[CH2:22][CH2:21][N:20](S(C)(=O)=O)[CH2:19]4)[C:14]([F:27])=[CH:13][N:12]=3)=[CH:9][NH:8][C:5]2=[N:6][CH:7]=1.[C:28](=O)([O:37][CH2:38][CH:39]1[CH2:43][CH2:42][O:41][CH2:40]1)[O:29]N1C(=O)CCC1=O. No catalyst specified. The product is [Cl:1][C:2]1[CH:3]=[C:4]2[C:10]([C:11]3[N:16]=[C:15]([NH:17][CH:18]4[CH2:22][CH2:21][N:20]([C:28]([O:37][CH2:38][C@H:39]5[CH2:43][CH2:42][O:41][CH2:40]5)=[O:29])[CH2:19]4)[C:14]([F:27])=[CH:13][N:12]=3)=[CH:9][NH:8][C:5]2=[N:6][CH:7]=1. The yield is 0.100.